Dataset: Peptide-MHC class I binding affinity with 185,985 pairs from IEDB/IMGT. Task: Regression. Given a peptide amino acid sequence and an MHC pseudo amino acid sequence, predict their binding affinity value. This is MHC class I binding data. (1) The binding affinity (normalized) is 0.0847. The peptide sequence is FMDPGIFPR. The MHC is HLA-B51:01 with pseudo-sequence HLA-B51:01. (2) The peptide sequence is MEQRVMATL. The MHC is HLA-A30:01 with pseudo-sequence HLA-A30:01. The binding affinity (normalized) is 0.213. (3) The peptide sequence is VPRFAASPI. The MHC is HLA-B07:02 with pseudo-sequence HLA-B07:02. The binding affinity (normalized) is 0.770. (4) The peptide sequence is DVVCNAAMLI. The MHC is H-2-Kb with pseudo-sequence H-2-Kb. The binding affinity (normalized) is 0.192. (5) The peptide sequence is LFFPFGLFK. The MHC is HLA-A03:01 with pseudo-sequence HLA-A03:01. The binding affinity (normalized) is 1.00. (6) The peptide sequence is FLPSDYFKSV. The MHC is HLA-A02:05 with pseudo-sequence HLA-A02:05. The binding affinity (normalized) is 0.627. (7) The peptide sequence is FDLFGITLY. The MHC is HLA-B27:03 with pseudo-sequence HLA-B27:03. The binding affinity (normalized) is 0.0847. (8) The peptide sequence is IVTDFSVIK. The MHC is HLA-B54:01 with pseudo-sequence HLA-B54:01. The binding affinity (normalized) is 0.112. (9) The peptide sequence is RQGKFIKNK. The MHC is HLA-A03:01 with pseudo-sequence HLA-A03:01. The binding affinity (normalized) is 0.607. (10) The peptide sequence is LVSAGIRKV. The MHC is HLA-B07:02 with pseudo-sequence HLA-B07:02. The binding affinity (normalized) is 0.0587.